Task: Predict which catalyst facilitates the given reaction.. Dataset: Catalyst prediction with 721,799 reactions and 888 catalyst types from USPTO Reactant: [Cl:1][C:2]1[C:3]([N:8]2[C:12]([C:13]3[O:18][C:17](=[O:19])[C:16]4[CH:20]=[CH:21][CH:22]=[C:23]([CH3:24])[C:15]=4[N:14]=3)=[CH:11][C:10]([C:25]([F:28])([F:27])[F:26])=[N:9]2)=[N:4][CH:5]=[CH:6][CH:7]=1.O.[NH2:30][NH2:31].O1CCCC1. Product: [Cl:1][C:2]1[C:3]([N:8]2[C:12]([C:13]([NH:14][C:15]3[C:23]([CH3:24])=[CH:22][CH:21]=[CH:20][C:16]=3[C:17]([NH:30][NH2:31])=[O:19])=[O:18])=[CH:11][C:10]([C:25]([F:26])([F:27])[F:28])=[N:9]2)=[N:4][CH:5]=[CH:6][CH:7]=1. The catalyst class is: 6.